This data is from Full USPTO retrosynthesis dataset with 1.9M reactions from patents (1976-2016). The task is: Predict the reactants needed to synthesize the given product. (1) Given the product [N:18]1([C:9]2[CH:10]=[CH:11][C:12]([C:14]([F:15])([F:16])[F:17])=[CH:13][C:8]=2[CH2:7][N:1]2[CH2:2][CH2:3][N:4]([C:24]([O:25][N:26]3[C:30](=[O:31])[CH2:29][CH2:28][C:27]3=[O:32])=[O:33])[CH2:5][CH2:6]2)[CH2:19][CH2:20][O:21][CH2:22][CH2:23]1, predict the reactants needed to synthesize it. The reactants are: [N:1]1([CH2:7][C:8]2[CH:13]=[C:12]([C:14]([F:17])([F:16])[F:15])[CH:11]=[CH:10][C:9]=2[N:18]2[CH2:23][CH2:22][O:21][CH2:20][CH2:19]2)[CH2:6][CH2:5][NH:4][CH2:3][CH2:2]1.[C:24](=O)([O:33]N1C(=O)CCC1=O)[O:25][N:26]1[C:30](=[O:31])[CH2:29][CH2:28][C:27]1=[O:32].ClCCl.C(N(CC)C(C)C)(C)C. (2) Given the product [CH3:1][O:2][C:3]([C:5]1[C:6]([OH:24])=[C:7]2[C:12](=[CH:13][N:14]=1)[N:11]([CH2:15][C:16]1[CH:21]=[CH:20][CH:19]=[CH:18][CH:17]=1)[C:10](=[O:22])[C:9]([C:25]1[CH:30]=[CH:29][CH:28]=[CH:27][CH:26]=1)=[CH:8]2)=[O:4], predict the reactants needed to synthesize it. The reactants are: [CH3:1][O:2][C:3]([C:5]1[C:6]([OH:24])=[C:7]2[C:12](=[CH:13][N:14]=1)[N:11]([CH2:15][C:16]1[CH:21]=[CH:20][CH:19]=[CH:18][CH:17]=1)[C:10](=[O:22])[C:9](Br)=[CH:8]2)=[O:4].[C:25]1([Sn](CCCC)(CCCC)CCCC)[CH:30]=[CH:29][CH:28]=[CH:27][CH:26]=1.CCOC(C)=O.Cl. (3) Given the product [Cl:29][C:23]1[C:24]([Cl:28])=[CH:25][CH:26]=[CH:27][C:22]=1[S:19]([NH:18][C:12]1[C:11]([O:9][CH2:8][C:6]2[CH:5]=[CH:4][CH:3]=[C:2]([CH3:1])[N:7]=2)=[N:16][C:15]([CH3:17])=[CH:14][N:13]=1)(=[O:20])=[O:21], predict the reactants needed to synthesize it. The reactants are: [CH3:1][C:2]1[N:7]=[C:6]([CH2:8][OH:9])[CH:5]=[CH:4][CH:3]=1.Br[C:11]1[C:12]([NH:18][S:19]([C:22]2[CH:27]=[CH:26][CH:25]=[C:24]([Cl:28])[C:23]=2[Cl:29])(=[O:21])=[O:20])=[N:13][CH:14]=[C:15]([CH3:17])[N:16]=1. (4) Given the product [C:39]([O:21][CH2:20][CH2:19][CH2:17][CH2:16][CH2:15][CH2:14][CH2:12][CH2:11][CH2:10][CH2:9][CH2:7][CH2:6][CH2:5][CH2:4][CH2:2][CH3:3])(=[O:40])[CH2:38][CH2:37][CH2:36][CH2:35][CH2:34][CH2:45][CH2:46][CH2:47][CH2:48][CH2:33][CH2:32][CH2:31][CH2:30][CH2:28][CH2:27][CH2:26][CH3:25], predict the reactants needed to synthesize it. The reactants are: C[CH:2]([CH2:4][CH2:5][CH2:6][C@H:7]([CH2:9][CH2:10][CH2:11][C@H:12]([CH2:14][CH2:15][CH2:16]/[C:17](=[CH:19]/[CH2:20][OH:21])/C)C)C)[CH3:3].CC([CH2:25][CH2:26][CH2:27][C@H:28]([C@@H:30]1[C@:48]2(C)[C@H:33]([C@H:34]3[C@H:45]([CH2:46][CH2:47]2)[C@]2(C)[C:37]([CH2:38][C@H:39](CC2)[OH:40])=[CH:36][CH2:35]3)[CH2:32][CH2:31]1)C)C. (5) The reactants are: [CH:1]([N:4](C(C)C)CC)(C)[CH3:2].C(Cl)CCl.[CH:14]1[CH:15]=[CH:16][C:17]2[N:22]([OH:23])N=N[C:18]=2[CH:19]=1.[OH2:24].[NH:25]([C:38]([O:40][C:41]([CH3:44])([CH3:43])[CH3:42])=[O:39])[C@H:26]([C:35]([OH:37])=O)[CH2:27][C:28]1[CH:33]=[CH:32][C:31]([OH:34])=[CH:30][CH:29]=1.[CH3:45][N:46]([CH:48]=[O:49])C. Given the product [C:41]([O:40][C:38](=[O:39])[NH:25][CH:26]([C:35](=[O:37])[NH:4][CH:1]([C:48](=[O:49])[NH:46][CH3:45])[CH2:2][C:14]1[CH:15]=[CH:16][C:17]([N+:22]([O-:23])=[O:24])=[CH:18][CH:19]=1)[CH2:27][C:28]1[CH:29]=[CH:30][C:31]([OH:34])=[CH:32][CH:33]=1)([CH3:44])([CH3:43])[CH3:42], predict the reactants needed to synthesize it.